This data is from Experimentally validated miRNA-target interactions with 360,000+ pairs, plus equal number of negative samples. The task is: Binary Classification. Given a miRNA mature sequence and a target amino acid sequence, predict their likelihood of interaction. (1) The miRNA is hsa-miR-6516-5p with sequence UUUGCAGUAACAGGUGUGAGCA. The protein sequence of the target gene is MESPEEPGASMDENYFVNYTFKDRSHSGRVAQGIMKLCLEEELFADVTISVEGREFQLHRLVLSAQSCFFRSMFTSNLKEAHNRVIVLQDVSESVFQLLVDYIYHGTVKLRAEELQEIYEVSDMYQLTSLFEECSRFLARTVQVGNCLQVMWLADRHSDPELYTAAKHCAKTHLAQLQNTEEFLHLPHRLLTDIISDGVPCSQNPTEAIEAWINFNKEEREAFAESLRTSLKEIGENVHIYLIGKESSRTHSLAVSLHCAEDDSISVSGQNSLCHQITAACKHGGDLYVVGGSIPRRMWK.... Result: 0 (no interaction). (2) The protein sequence of the target gene is MSLQYGAEETPLAGSYGAADSFPKDFGYGVEEEEEEAAAGGGGGAGAGGGCGPGGADSSKPRILLMGLRRSGKSSIQKVVFHKMSPNETLFLESTNKIYKDDISNSSFVNFQIWDFPGQMDFFDPTFDYEMIFRGTGALIYVIDAQDDYMEALTRLHITVSKAYKVNPDMNFEVFIHKVDGLSDDHKIETQRDIHQRANDDLADAGLEKLHLSFYLTSIYDHSIFEAFSKVVQKLIPQLPTLENLLNIFISNSGIEKAFLFDVVSKIYIATDSSPVDMQSYELCCDMIDVVIDVSCIYGL.... The miRNA is hsa-miR-5189-3p with sequence UGCCAACCGUCAGAGCCCAGA. Result: 0 (no interaction). (3) The miRNA is hsa-miR-524-3p with sequence GAAGGCGCUUCCCUUUGGAGU. The protein sequence of the target gene is MASRIGLRMQLMREQAQQEEQRERMQQQAVMHYMQQQQQQQQQQLGGPPTPAINTPVHFQSPPPVPGEVLKVQSYLENPTSYHLQQSQHQKVREYLSETYGNKFAAHISPAQGSPKPPPAASPGVRAGHVLSSSAGNSAPNSPMAMLHIGSNPERELDDVIDNIMRLDDVLGYINPEMQMPNTLPLSSSHLNVYSSDPQVTASLVGVTSSSCPADLTQKRELTDAESRALAKERQKKDNHNLIERRRRFNINDRIKELGMLIPKANDLDVRWNKGTILKASVDYIRRMQKDLQKSRELEN.... Result: 0 (no interaction). (4) Result: 0 (no interaction). The miRNA is hsa-miR-4778-5p with sequence AAUUCUGUAAAGGAAGAAGAGG. The protein sequence of the target gene is MEGDLSGFNIDAPRWDQCTFLGRVKHFFNITDPRTVFASEQELDWAKAVVEKSRMGLVPPGTQMEQLLYAKKLYDSAFHPDTGEKMNVIGRMSFQVPGGMLITGFMLQFYRTMPAVIFWQWVNQSFNALVNYTNRNAASPTSVRQMALSYFTATTTAVATAVGMNMWTKRAPPLVGRWVPFAAVAAANCVNIPMMRQQELIQGICVKDRNQNELGHSQRAAAVGIAQVVISRITMAAPGMILLPVIMERLERLHLMKKVKVMHAPLQVLLCGCFLLFMVPVACGLFPQECELSVSYLEPE.... (5) The miRNA is hsa-miR-941 with sequence CACCCGGCUGUGUGCACAUGUGC. The protein sequence of the target gene is MDALESLLDEVALEGLDGLCLPALWSRLETRVPPFPLPLEPCTQEFLWRALATHPGISFYEEPRERPDLQLQDRYEEIDLETGILESRRDPVALEDVYPIHMILENKDGIQGSCRYFKERKNITNDIRTKSLQPRCTMVEAFDRWGKKLIIVASQAMRYRALIGQEGDPDLKLPDFSYCILERLGRSRWQGELQRDLHTTAFKVDAGKLHYHRKILNKNGLITMQSHVIRLPTGAQQHSILLLLNRFHVDRRSKYDILMEKLSVMLSTRTNHIETLGKLREELGLCERTFKRLYQYMLNA.... Result: 1 (interaction). (6) The miRNA is cel-miR-241-5p with sequence UGAGGUAGGUGCGAGAAAUGA. The protein sequence of the target gene is MELPFVTHLFLPLVFLTGLCSPFNLDEHHPRLFPGPPEAEFGYSVLQHVGGGQRWMLVGAPWDGPSGDRRGDVYRCPVGGAHNAPCAKGHLGDYQLGNSSHPAVNMHLGMSLLETDGDGGFMACAPLWSRACGSSVFSSGICARVDASFQPQGSLAPTAQRCPTYMDVVIVLDGSNSIYPWSEVQTFLRRLVGKLFIDPEQIQVGLVQYGESPVHEWSLGDFRTKEEVVRAAKNLSRREGRETKTAQAIMVACTEGFSQSHGGRPEAARLLVVVTDGESHDGEELPAALKACEAGRVTRY.... Result: 0 (no interaction). (7) The miRNA is hsa-miR-6817-3p with sequence UCUCUCUGACUCCAUGGCA. The protein sequence of the target gene is MDDYMVLRMIGEGSFGRALLVQHESSNQMFAMKEIRLPKSFSNTQNSRKEAVLLAKMKHPNIVAFKESFEAEGHLYIVMEYCDGGDLMQKIKQQKGKLFPEDMILNWFTQMCLGVNHIHKKRVLHRDIKSKNIFLTQNGKVKLGDFGSARLLSNPMAFACTYVGTPYYVPPEIWENLPYNNKSDIWSLGCILYELCTLKHPFQANSWKNLILKVCQGCISPLPSHYSYELQFLVKQMFKRNPSHRPSATTLLSRGIVARLVQKCLPPEIIMEYGEEVLEEIKNSKHNTPRKKTNPSRIRI.... Result: 0 (no interaction). (8) The miRNA is hsa-miR-7152-5p with sequence UUUCCUGUCCUCCAACCAGACC. The protein sequence of the target gene is MHAMESRVLLRTFCVILGLGAVWGLGVDPSLQIDVLTELELGESTDGVRQVPGLHNGTKAFLFQESPRSIKASTATAERFFQKLRNKHEFTILVTLKQIHLNSGVILSIHHLDHRYLELESSGHRNEIRLHYRSGTHRPHTEVFPYILADAKWHKLSLAFSASHLILHIDCNKIYERVVEMPSTDLPLGTTFWLGQRNNAHGYFKGIMQDVHVLVMPQGFIAQCPDLNRTCPTCNDFHGLVQKIMELQDILSKTSAKLSRAEQRMNRLDQCYCERTCTVKGTTYRESESWTDGCKNCTCL.... Result: 0 (no interaction). (9) The miRNA is hsa-miR-15b-5p with sequence UAGCAGCACAUCAUGGUUUACA. The protein sequence of the target gene is MNPDLRRERDSASFNPELLTHILDGSPEKTRRRREIENMILNDPDFQHEDLNFLTRSQRYEVAVRKSAIMVKKMREFGIADPDEIMWFKKLHLVNFVEPVGLNYSMFIPTLLNQGTTAQKEKWLLSSKGLQIIGTYAQTEMGHGTHLRGLETTATYDPETQEFILNSPTVTSIKWWPGGLGKTSNHAIVLAQLITKGKCYGLHAFIVPIREIGTHKPLPGITVGDIGPKFGYDEIDNGYLKMDNHRIPRENMLMKYAQVKPDGTYVKPLSNKLTYGTMVFVRSFLVGEAARALSKACTIA.... Result: 1 (interaction).